From a dataset of Peptide-MHC class II binding affinity with 134,281 pairs from IEDB. Regression. Given a peptide amino acid sequence and an MHC pseudo amino acid sequence, predict their binding affinity value. This is MHC class II binding data. (1) The peptide sequence is LLGQNTAAIAAIEAQ. The binding affinity (normalized) is 0.602. The MHC is DRB1_1302 with pseudo-sequence DRB1_1302. (2) The peptide sequence is LWTQSLRRELSGYCS. The MHC is H-2-IAb with pseudo-sequence H-2-IAb. The binding affinity (normalized) is 0.110. (3) The peptide sequence is QGLRYFIMAYVNQAH. The MHC is DRB3_0101 with pseudo-sequence DRB3_0101. The binding affinity (normalized) is 0.369. (4) The peptide sequence is YKTLRAEQA. The MHC is DRB1_0101 with pseudo-sequence DRB1_0101. The binding affinity (normalized) is 0.606. (5) The peptide sequence is FKVAATAAATAPADD. The MHC is DRB1_0101 with pseudo-sequence DRB1_0101. The binding affinity (normalized) is 0.665. (6) The peptide sequence is GFLQIVDKIDAAFKI. The MHC is DRB4_0101 with pseudo-sequence DRB4_0103. The binding affinity (normalized) is 0.604.